Dataset: Peptide-MHC class II binding affinity with 134,281 pairs from IEDB. Task: Regression. Given a peptide amino acid sequence and an MHC pseudo amino acid sequence, predict their binding affinity value. This is MHC class II binding data. (1) The peptide sequence is NPDILRVYANLGERV. The MHC is DRB1_0301 with pseudo-sequence DRB1_0301. The binding affinity (normalized) is 0.142. (2) The peptide sequence is VEFVTNMGIIIPDFA. The MHC is DRB1_1101 with pseudo-sequence DRB1_1101. The binding affinity (normalized) is 0.288. (3) The peptide sequence is SRWSSPDNVKPIYIV. The MHC is HLA-DQA10101-DQB10501 with pseudo-sequence HLA-DQA10101-DQB10501. The binding affinity (normalized) is 0. (4) The peptide sequence is GRSYAADAGYAPATP. The MHC is DRB1_1001 with pseudo-sequence DRB1_1001. The binding affinity (normalized) is 0.532. (5) The peptide sequence is TCEICALKPKIIYCN. The MHC is DRB3_0101 with pseudo-sequence DRB3_0101. The binding affinity (normalized) is 0.117. (6) The binding affinity (normalized) is 0. The peptide sequence is KVKILPEVKEKHEFLNRLKQ. The MHC is DRB1_0401 with pseudo-sequence DRB1_0401. (7) The peptide sequence is SSWIELDEIGEDVAP. The MHC is DRB1_0405 with pseudo-sequence DRB1_0405. The binding affinity (normalized) is 0.179.